Dataset: Catalyst prediction with 721,799 reactions and 888 catalyst types from USPTO. Task: Predict which catalyst facilitates the given reaction. (1) Reactant: [C:1]([NH:4][C:5]1[CH:6]=[C:7]2[C:12](=[CH:13][CH:14]=1)[C:11](=[O:15])[CH2:10][CH2:9][CH2:8]2)(=[O:3])[CH3:2].[H-].[Na+].[CH3:18]I. Product: [CH3:18][N:4]([C:5]1[CH:14]=[CH:13][C:12]2[C:11](=[O:15])[CH2:10][CH2:9][CH2:8][C:7]=2[CH:6]=1)[C:1](=[O:3])[CH3:2]. The catalyst class is: 7. (2) Reactant: [CH2:1]([C:9]1[CH:14]=[CH:13][C:12]([NH:15][C:16](=[O:29])[NH:17][C:18]2([CH2:23][C:24]([O:26][CH2:27][CH3:28])=[O:25])[CH2:22][CH2:21][NH:20][CH2:19]2)=[CH:11][CH:10]=1)[CH2:2][CH2:3][CH2:4][CH2:5][CH2:6][CH2:7][CH3:8].[CH2:30]=O. Product: [CH3:30][N:20]1[CH2:21][CH2:22][C:18]([CH2:23][C:24]([O:26][CH2:27][CH3:28])=[O:25])([NH:17][C:16]([NH:15][C:12]2[CH:11]=[CH:10][C:9]([CH2:1][CH2:2][CH2:3][CH2:4][CH2:5][CH2:6][CH2:7][CH3:8])=[CH:14][CH:13]=2)=[O:29])[CH2:19]1. The catalyst class is: 106.